Dataset: Forward reaction prediction with 1.9M reactions from USPTO patents (1976-2016). Task: Predict the product of the given reaction. (1) Given the reactants Cl.Cl.[CH2:3]([O:5][C:6](=[O:12])[CH2:7][NH:8][CH2:9][CH2:10][NH2:11])[CH3:4].C(N(CC)CC)C.[CH3:20][C:21]1[CH:26]=[CH:25][C:24]([S:27](Cl)(=[O:29])=[O:28])=[C:23]([N+:31]([O-:33])=[O:32])[CH:22]=1, predict the reaction product. The product is: [CH2:3]([O:5][C:6](=[O:12])[CH2:7][NH:8][CH2:9][CH2:10][NH:11][S:27]([C:24]1[CH:25]=[CH:26][C:21]([CH3:20])=[CH:22][C:23]=1[N+:31]([O-:33])=[O:32])(=[O:28])=[O:29])[CH3:4]. (2) Given the reactants [CH2:1]([NH:8][C:9](=[O:37])[CH2:10][C:11]1[CH:16]=[CH:15][CH:14]=[C:13]([CH2:17][C@H:18]([NH:20][CH2:21][C@@H:22]([C:24]2[CH:25]=[N:26][C:27]([N:30]3C(C)=CC=C3C)=[CH:28][CH:29]=2)[OH:23])[CH3:19])[CH:12]=1)[C:2]1[CH:7]=[CH:6][CH:5]=[CH:4][CH:3]=1.Cl.NO, predict the reaction product. The product is: [NH3:8].[NH2:30][C:27]1[N:26]=[CH:25][C:24]([C@@H:22]([OH:23])[CH2:21][NH:20][C@H:18]([CH3:19])[CH2:17][C:13]2[CH:12]=[C:11]([CH2:10][C:9]([NH:8][CH2:1][C:2]3[CH:3]=[CH:4][CH:5]=[CH:6][CH:7]=3)=[O:37])[CH:16]=[CH:15][CH:14]=2)=[CH:29][CH:28]=1. (3) Given the reactants Cl.[Br:2][C:3]1[CH:4]=[C:5]([CH:8]=[CH:9][CH:10]=1)[CH2:6][NH2:7], predict the reaction product. The product is: [Br:2][C:3]1[CH:4]=[C:5]([CH:8]=[CH:9][CH:10]=1)[CH2:6][NH2:7]. (4) Given the reactants [Cl:1][C:2]1[CH:7]=[CH:6][C:5]([C:8]([CH3:19])([CH3:18])[CH2:9][C:10]([OH:17])([C:13]([F:16])([F:15])[F:14])[CH:11]=O)=[C:4]([O:20]C)[CH:3]=1.[NH2:22][C:23]1[CH:31]=[CH:30][CH:29]=[C:28]2[C:24]=1[CH:25]=[N:26][NH:27]2.B(Br)(Br)Br, predict the reaction product. The product is: [Cl:1][C:2]1[CH:3]=[C:4]([OH:20])[C:5]2[C:8]([CH3:19])([CH3:18])[CH2:9][C:10]([C:13]([F:16])([F:14])[F:15])([OH:17])[CH:11]([NH:22][C:23]3[CH:31]=[CH:30][CH:29]=[C:28]4[C:24]=3[CH:25]=[N:26][NH:27]4)[C:6]=2[CH:7]=1. (5) Given the reactants [Cl:1][C:2]1[N:10]=[CH:9][N:8]=[C:7]2[C:3]=1[N:4]=[C:5](I)[N:6]2[CH:11]1[CH2:16][CH2:15][CH2:14][CH2:13][O:12]1.[CH3:18][C:19]([OH:23])([C:21]#[CH:22])[CH3:20].C(N(CC)CC)C.[Cl-].[NH4+], predict the reaction product. The product is: [Cl:1][C:2]1[N:10]=[CH:9][N:8]=[C:7]2[C:3]=1[N:4]=[C:5]([C:22]#[C:21][C:19]([CH3:20])([OH:23])[CH3:18])[N:6]2[CH:11]1[CH2:16][CH2:15][CH2:14][CH2:13][O:12]1. (6) Given the reactants [BH4-].[Na+].[CH2:3]1[CH2:7][O:6][CH2:5][CH2:4]1.[Br:8][C:9]1[CH:14]=[CH:13]C=[CH:11][C:10]=1CCC(O)=O.B(F)(F)F.CCOCC, predict the reaction product. The product is: [Br:8][C:9]1[CH:14]=[CH:13][C:5]([CH2:4][CH2:3][CH2:7][OH:6])=[CH:11][CH:10]=1.